This data is from Full USPTO retrosynthesis dataset with 1.9M reactions from patents (1976-2016). The task is: Predict the reactants needed to synthesize the given product. (1) Given the product [CH2:16]([O:18][CH:19]([O:22][CH2:23][CH3:24])[C:20]#[C:21][C:3](=[N:4][C:5]1[CH:10]=[CH:9][C:8]([O:11][CH3:12])=[CH:7][CH:6]=1)[C:2]([F:15])([F:14])[F:1])[CH3:17], predict the reactants needed to synthesize it. The reactants are: [F:1][C:2]([F:15])([F:14])[C:3](Cl)=[N:4][C:5]1[CH:10]=[CH:9][C:8]([O:11][CH3:12])=[CH:7][CH:6]=1.[CH2:16]([O:18][CH:19]([O:22][CH2:23][CH3:24])[C:20]#[CH:21])[CH3:17].P([O-])([O-])([O-])=O.[K+].[K+].[K+].[I-].[K+]. (2) Given the product [F:1][C:2]1[CH:11]=[C:10]2[C:5]([CH:6]=[C:7]([C:13]3[CH:14]=[C:15]4[N:20]=[CH:19][CH:18]=[CH:17][N:16]4[CH:23]=3)[C:8](=[O:12])[O:9]2)=[CH:4][CH:3]=1, predict the reactants needed to synthesize it. The reactants are: [F:1][C:2]1[CH:11]=[C:10]2[C:5]([CH:6]=[C:7]([C:13]3[CH:14]=[C:15]4[N:20]=[C:19](SC)[CH:18]=[CH:17][N:16]4[CH:23]=3)[C:8](=[O:12])[O:9]2)=[CH:4][CH:3]=1. (3) Given the product [Cl:1][C:2]1[C:3]([N:26]2[CH:30]=[C:29]([CH2:31][N:35]3[CH2:38][CH:37]([OH:39])[CH2:36]3)[C:28]([CH3:33])=[N:27]2)=[N:4][C:5]([NH:8][C:9]2[C:10]([O:24][CH3:25])=[CH:11][C:12]([N:18]3[CH2:23][CH2:22][O:21][CH2:20][CH2:19]3)=[C:13]([NH:15][C:10](=[O:24])[CH:9]=[CH2:14])[CH:14]=2)=[N:6][CH:7]=1, predict the reactants needed to synthesize it. The reactants are: [Cl:1][C:2]1[C:3]([N:26]2[CH:30]=[C:29]([CH:31]=O)[C:28]([CH3:33])=[N:27]2)=[N:4][C:5]([NH:8][C:9]2[CH:14]=[C:13]([N+:15]([O-])=O)[C:12]([N:18]3[CH2:23][CH2:22][O:21][CH2:20][CH2:19]3)=[CH:11][C:10]=2[O:24][CH3:25])=[N:6][CH:7]=1.Cl.[NH:35]1[CH2:38][CH:37]([OH:39])[CH2:36]1. (4) The reactants are: [CH2:1]([O:8][C:9]([NH:11][CH:12]([C:14]([OH:34])([PH2:32]=[O:33])[CH:15]([CH2:19][C:20]1[CH:25]=[CH:24][C:23]([C:26]2[CH:31]=[CH:30][CH:29]=[CH:28][CH:27]=2)=[CH:22][CH:21]=1)[C:16](O)=[O:17])[CH3:13])=[O:10])[C:2]1[CH:7]=[CH:6][CH:5]=[CH:4][CH:3]=1.Cl.[NH2:36][C@H:37]([C:39]([O:41][C:42]([CH3:45])([CH3:44])[CH3:43])=[O:40])[CH3:38].CCN(C(C)C)C(C)C.CN(C(ON1N=NC2C=CC=CC1=2)=[N+](C)C)C.[B-](F)(F)(F)F. Given the product [C:42]([O:41][C:39](=[O:40])[CH:37]([NH:36][C:16](=[O:17])[CH:15]([C:14]([CH:12]([NH:11][C:9]([O:8][CH2:1][C:2]1[CH:7]=[CH:6][CH:5]=[CH:4][CH:3]=1)=[O:10])[CH3:13])([OH:34])[PH2:32]=[O:33])[CH2:19][C:20]1[CH:25]=[CH:24][C:23]([C:26]2[CH:27]=[CH:28][CH:29]=[CH:30][CH:31]=2)=[CH:22][CH:21]=1)[CH3:38])([CH3:45])([CH3:44])[CH3:43], predict the reactants needed to synthesize it. (5) Given the product [CH3:38][C:23]1[N:22]=[C:21]([C:19]2[CH:18]=[CH:17][CH:16]=[C:15]([C:11]3[CH:10]=[C:9]([S:6]([NH2:5])(=[O:7])=[O:8])[CH:14]=[CH:13][CH:12]=3)[N:20]=2)[CH:26]=[C:25]([C:27]2[CH:32]=[CH:31][C:30]([O:33][C:34]([F:37])([F:35])[F:36])=[CH:29][CH:28]=2)[CH:24]=1, predict the reactants needed to synthesize it. The reactants are: C([NH:5][S:6]([C:9]1[CH:14]=[CH:13][CH:12]=[C:11]([C:15]2[N:20]=[C:19]([C:21]3[CH:26]=[C:25]([C:27]4[CH:32]=[CH:31][C:30]([O:33][C:34]([F:37])([F:36])[F:35])=[CH:29][CH:28]=4)[CH:24]=[C:23]([CH3:38])[N:22]=3)[CH:18]=[CH:17][CH:16]=2)[CH:10]=1)(=[O:8])=[O:7])(C)(C)C.C(O)(C(F)(F)F)=O. (6) Given the product [C:18]([O:22][C:23]([N:25]1[CH2:30][CH2:29][N:28]([C:31]2[CH:36]=[CH:35][N:34]=[C:33]([O:6][CH2:5][C:4]3[CH:3]=[C:2]([F:1])[CH:9]=[C:8]([F:10])[CH:7]=3)[N:32]=2)[CH2:27][CH2:26]1)=[O:24])([CH3:21])([CH3:19])[CH3:20], predict the reactants needed to synthesize it. The reactants are: [F:1][C:2]1[CH:3]=[C:4]([CH:7]=[C:8]([F:10])[CH:9]=1)[CH2:5][OH:6].O1CCCC1.[H-].[Na+].[C:18]([O:22][C:23]([N:25]1[CH2:30][CH2:29][N:28]([C:31]2[CH:36]=[CH:35][N:34]=[C:33](Cl)[N:32]=2)[CH2:27][CH2:26]1)=[O:24])([CH3:21])([CH3:20])[CH3:19].